From a dataset of Catalyst prediction with 721,799 reactions and 888 catalyst types from USPTO. Predict which catalyst facilitates the given reaction. (1) Reactant: [C:1]([NH:8][C@@H:9]([C:20]([OH:22])=[O:21])[CH2:10][C:11]1[C:19]2[C:14](=[CH:15][CH:16]=[CH:17][CH:18]=2)[NH:13][CH:12]=1)([O:3][C:4]([CH3:7])([CH3:6])[CH3:5])=[O:2].C(=O)([O-])[O-].[Cs+].[Cs+].[CH2:29](Br)[C:30]1[CH:35]=[CH:34][CH:33]=[CH:32][CH:31]=1. Product: [CH2:29]([O:21][C:20](=[O:22])[C@H:9]([NH:8][C:1]([O:3][C:4]([CH3:5])([CH3:7])[CH3:6])=[O:2])[CH2:10][C:11]1[C:19]2[C:14](=[CH:15][CH:16]=[CH:17][CH:18]=2)[N:13]([CH2:20][CH2:9][CH2:10][CH2:11][CH3:12])[CH:12]=1)[C:30]1[CH:35]=[CH:34][CH:33]=[CH:32][CH:31]=1. The catalyst class is: 3. (2) Reactant: [BH4-].[Na+].[CH2:3]([N:10]1[C@@H:15]2[C@H:16]([S:18]([C:21]3[CH:26]=[CH:25][CH:24]=[CH:23][CH:22]=3)(=[O:20])=[O:19])[CH2:17][C@@:11]1([C:28]1[CH:33]=[CH:32][CH:31]=[CH:30][CH:29]=1)[C:12](=[O:27])[CH:13]=[CH:14]2)[C:4]1[CH:9]=[CH:8][CH:7]=[CH:6][CH:5]=1. Product: [CH2:3]([N:10]1[C@@H:15]2[C@H:16]([S:18]([C:21]3[CH:22]=[CH:23][CH:24]=[CH:25][CH:26]=3)(=[O:19])=[O:20])[CH2:17][C@@:11]1([C:28]1[CH:33]=[CH:32][CH:31]=[CH:30][CH:29]=1)[CH:12]([OH:27])[CH:13]=[CH:14]2)[C:4]1[CH:9]=[CH:8][CH:7]=[CH:6][CH:5]=1. The catalyst class is: 5. (3) Reactant: C([Li])(CC)C.[N:6]1([C:15]([O:17][C:18]([CH3:21])([CH3:20])[CH3:19])=[O:16])[C:14]2[C:9](=[CH:10][CH:11]=[CH:12][CH:13]=2)[CH2:8][CH2:7]1.CN(CCN(C)C)C.[C:30](O[C:30]([O:32][C:33]([CH3:36])([CH3:35])[CH3:34])=[O:31])([O:32][C:33]([CH3:36])([CH3:35])[CH3:34])=[O:31]. Product: [N:6]1([C:15]([O:17][C:18]([CH3:21])([CH3:20])[CH3:19])=[O:16])[C:14]2[C:9](=[CH:10][CH:11]=[CH:12][C:13]=2[C:30]([O:32][C:33]([CH3:36])([CH3:35])[CH3:34])=[O:31])[CH2:8][CH2:7]1. The catalyst class is: 27. (4) Reactant: [CH2:1]([N:8]1[C:17]2[C:12](=[CH:13][CH:14]=[C:15]([OH:18])[CH:16]=2)[CH2:11][CH2:10][CH2:9]1)[C:2]1[CH:7]=[CH:6][CH:5]=[CH:4][CH:3]=1.C(N(CC)CC)C.[Cl:26][C:27]1[CH:32]=[CH:31][C:30]([N:33]=[C:34]=[O:35])=[CH:29][CH:28]=1. Product: [Cl:26][C:27]1[CH:32]=[CH:31][C:30]([NH:33][C:34](=[O:35])[O:18][C:15]2[CH:16]=[C:17]3[C:12]([CH2:11][CH2:10][CH2:9][N:8]3[CH2:1][C:2]3[CH:3]=[CH:4][CH:5]=[CH:6][CH:7]=3)=[CH:13][CH:14]=2)=[CH:29][CH:28]=1. The catalyst class is: 7. (5) Reactant: [H-].[H-].[H-].[H-].[Li+].[Al+3].OCCOC1C=CC(C(CC)=C(C2C=CC(O)=CC=2)C2C=CC(O)=CC=2)=CC=1.[CH2:35]([C:37]([C:53]1[CH:58]=[CH:57][C:56]([O:59][CH2:60][CH2:61][CH2:62][C:63]([O:65]CC)=[O:64])=[C:55]([O:68][CH3:69])[CH:54]=1)=[C:38]([C:46]1[CH:51]=[CH:50][C:49]([OH:52])=[CH:48][CH:47]=1)[C:39]1[CH:44]=[CH:43][C:42]([OH:45])=[CH:41][CH:40]=1)[CH3:36]. Product: [CH2:35]([C:37]([C:53]1[CH:58]=[CH:57][C:56]([O:59][CH2:60][CH2:61][CH2:62][C:63]([OH:65])=[O:64])=[C:55]([O:68][CH3:69])[CH:54]=1)=[C:38]([C:46]1[CH:47]=[CH:48][C:49]([OH:52])=[CH:50][CH:51]=1)[C:39]1[CH:40]=[CH:41][C:42]([OH:45])=[CH:43][CH:44]=1)[CH3:36]. The catalyst class is: 1. (6) Reactant: [NH2:1][C:2]1[CH:7]=[CH:6][C:5]([N:8]2[C:12](=[O:13])[C:11]([CH3:15])([CH3:14])[N:10]([CH2:16][CH2:17][CH2:18][CH2:19][CH2:20][CH2:21][CH2:22][CH2:23][CH2:24][S:25][CH2:26][CH2:27][CH2:28][C:29]([F:35])([F:34])[C:30]([F:33])([F:32])[F:31])[C:9]2=[O:36])=[CH:4][C:3]=1[CH3:37].CCN(CC)CC.Cl[S:46]([N:49]=[C:50]=[O:51])(=[O:48])=[O:47].[CH3:52][C:53]([OH:56])([CH3:55])[CH3:54]. Product: [CH3:14][C:11]1([CH3:15])[C:12](=[O:13])[N:8]([C:5]2[CH:6]=[CH:7][C:2]([NH:1][S:46]([NH:49][C:50](=[O:51])[O:56][C:53]([CH3:55])([CH3:54])[CH3:52])(=[O:48])=[O:47])=[C:3]([CH3:37])[CH:4]=2)[C:9](=[O:36])[N:10]1[CH2:16][CH2:17][CH2:18][CH2:19][CH2:20][CH2:21][CH2:22][CH2:23][CH2:24][S:25][CH2:26][CH2:27][CH2:28][C:29]([F:35])([F:34])[C:30]([F:33])([F:31])[F:32]. The catalyst class is: 2. (7) Reactant: [Br:1][C:2]1[C:3]([C:29]2[CH:34]=[CH:33][CH:32]=[C:31]([Cl:35])[C:30]=2[Cl:36])=[N:4][O:5][C:6]=1[C@@H:7]1[C@:12]([C:14]2[CH:19]=[CH:18][C:17]([F:20])=[C:16]([F:21])[CH:15]=2)([OH:13])[CH2:11][CH2:10][N:9](C(OC(C)(C)C)=O)[CH2:8]1.Cl.O1CCOCC1. Product: [Br:1][C:2]1[C:3]([C:29]2[CH:34]=[CH:33][CH:32]=[C:31]([Cl:35])[C:30]=2[Cl:36])=[N:4][O:5][C:6]=1[C@@H:7]1[C@:12]([C:14]2[CH:19]=[CH:18][C:17]([F:20])=[C:16]([F:21])[CH:15]=2)([OH:13])[CH2:11][CH2:10][NH:9][CH2:8]1. The catalyst class is: 4. (8) Reactant: [N+](=[C:3]([CH2:8][C:9]1[CH:14]=[CH:13][C:12]([Cl:15])=[CH:11][CH:10]=1)[C:4]([O:6][CH3:7])=[O:5])=[N-].[CH:16]1([CH2:20][OH:21])[CH2:19][CH2:18][CH2:17]1. Product: [Cl:15][C:12]1[CH:13]=[CH:14][C:9]([CH2:8][CH:3]([O:21][CH2:20][CH:16]2[CH2:19][CH2:18][CH2:17]2)[C:4]([O:6][CH3:7])=[O:5])=[CH:10][CH:11]=1. The catalyst class is: 48.